From a dataset of Full USPTO retrosynthesis dataset with 1.9M reactions from patents (1976-2016). Predict the reactants needed to synthesize the given product. (1) Given the product [C:40]([O:39][C:37]([NH:11][C@@H:12]([CH2:16][C:17]([F:20])([F:19])[CH3:18])[C:13]([OH:15])=[O:14])=[O:38])([CH3:41])([CH3:42])[CH3:43], predict the reactants needed to synthesize it. The reactants are: C(OC([NH:11][C@@H:12]([CH2:16][C:17]([F:20])([F:19])[CH3:18])[C:13]([OH:15])=[O:14])=O)C1C=CC=CC=1.C(=O)([O-])[O-].[Na+].[Na+].[OH-].[Na+].[C:37](O[C:37]([O:39][C:40]([CH3:43])([CH3:42])[CH3:41])=[O:38])([O:39][C:40]([CH3:43])([CH3:42])[CH3:41])=[O:38]. (2) Given the product [C:1]([C:5]1[S:9]/[C:8](=[N:10]\[C:11]([C:12]2[CH:17]=[C:16]([C:18]([F:21])([F:20])[F:19])[CH:15]=[CH:14][C:13]=2[O:22][CH2:23][CH3:24])=[N:41][C:40]#[N:39])/[N:7]([CH2:26][C@H:27]2[CH2:31][CH2:30][CH2:29][O:28]2)[CH:6]=1)([CH3:4])([CH3:3])[CH3:2], predict the reactants needed to synthesize it. The reactants are: [C:1]([C:5]1[S:9]/[C:8](=[N:10]\[C:11](=S)[C:12]2[CH:17]=[C:16]([C:18]([F:21])([F:20])[F:19])[CH:15]=[CH:14][C:13]=2[O:22][CH2:23][CH3:24])/[N:7]([CH2:26][C@H:27]2[CH2:31][CH2:30][CH2:29][O:28]2)[CH:6]=1)([CH3:4])([CH3:3])[CH3:2].C(N(CC)CC)C.[N:39]#[C:40][NH2:41].